This data is from Reaction yield outcomes from USPTO patents with 853,638 reactions. The task is: Predict the reaction yield, written as a fraction of the theoretical maximum amount of product (1.0 means a 100% yield; for example, 0.34 means a 34% yield). (1) The reactants are [Cl:1][C:2]1[CH:9]=[CH:8][C:5]([CH:6]=O)=[CH:4][CH:3]=1.C([CH2:13][S:14]([CH2:17][S:18]([CH2:21][C:22](O)=O)(=[O:20])=[O:19])(=[O:16])=[O:15])(O)=O. The catalyst is C(O)(=O)C. The product is [Cl:1][C:2]1[CH:9]=[CH:8][C:5](/[CH:6]=[CH:13]/[S:14]([CH2:17][S:18](/[CH:21]=[CH:22]/[C:5]2[CH:8]=[CH:9][C:2]([Cl:1])=[CH:3][CH:4]=2)(=[O:20])=[O:19])(=[O:16])=[O:15])=[CH:4][CH:3]=1. The yield is 0.800. (2) The reactants are [Cl:1][C:2]1[CH:3]=[CH:4][CH:5]=[C:6]2[C:11]=1[C:10]([CH2:12][C:13]1[CH:14]=[CH:15][C:16]([F:22])=[C:17]([CH:21]=1)[C:18](O)=[O:19])=[N:9][NH:8][C:7]2=[O:23].[CH3:24][O:25][CH:26]1[CH2:31][CH2:30][NH:29][CH2:28][CH2:27]1.CCN(C(C)C)C(C)C. The catalyst is CN(C=O)C. The product is [Cl:1][C:2]1[CH:3]=[CH:4][CH:5]=[C:6]2[C:11]=1[C:10]([CH2:12][C:13]1[CH:14]=[CH:15][C:16]([F:22])=[C:17]([C:18]([N:29]3[CH2:30][CH2:31][CH:26]([O:25][CH3:24])[CH2:27][CH2:28]3)=[O:19])[CH:21]=1)=[N:9][NH:8][C:7]2=[O:23]. The yield is 0.387. (3) The reactants are Br[C:2]1[CH:7]=[CH:6][N:5]2[N:8]=[C:9]([C:11]3[CH:16]=[CH:15][C:14]([Cl:17])=[CH:13][CH:12]=3)[CH:10]=[C:4]2[CH:3]=1.[OH:18][CH2:19][C:20]1[CH:25]=[CH:24][CH:23]=[CH:22][C:21]=1B(O)O.C(=O)([O-])[O-].[Cs+].[Cs+]. The catalyst is C1C=CC(P(C2C=CC=CC=2)[C-]2C=CC=C2)=CC=1.C1C=CC(P(C2C=CC=CC=2)[C-]2C=CC=C2)=CC=1.Cl[Pd]Cl.[Fe+2].C1COCC1.O. The product is [Cl:17][C:14]1[CH:15]=[CH:16][C:11]([C:9]2[CH:10]=[C:4]3[CH:3]=[C:2]([C:21]4[CH:22]=[CH:23][CH:24]=[CH:25][C:20]=4[CH2:19][OH:18])[CH:7]=[CH:6][N:5]3[N:8]=2)=[CH:12][CH:13]=1. The yield is 0.920. (4) The reactants are Cl.[CH2:2]([O:4][C:5](=[O:8])[CH2:6][NH2:7])[CH3:3].Cl.[CH2:10]([O:12][C:13](=N)[CH3:14])[CH3:11].C([O-])([O-])=O.[K+].[K+]. The catalyst is C(OCC)C. The product is [CH2:2]([O:4][C:5](=[O:8])[CH2:6][N:7]=[C:10]([O:12][CH2:13][CH3:14])[CH3:11])[CH3:3]. The yield is 0.720. (5) No catalyst specified. The reactants are [CH3:1][C:2]1[O:6][N:5]=[C:4]([C:7]2[CH:12]=[CH:11][CH:10]=[CH:9][CH:8]=2)[C:3]=1[CH2:13][O:14][C:15]1[CH:23]=[CH:22][C:18]([C:19]([OH:21])=O)=[CH:17][N:16]=1.[CH2:24]([CH:26]([CH2:29][CH3:30])[CH2:27][NH2:28])[CH3:25]. The yield is 0.950. The product is [CH2:24]([CH:26]([CH2:29][CH3:30])[CH2:27][NH:28][C:19](=[O:21])[C:18]1[CH:22]=[CH:23][C:15]([O:14][CH2:13][C:3]2[C:4]([C:7]3[CH:8]=[CH:9][CH:10]=[CH:11][CH:12]=3)=[N:5][O:6][C:2]=2[CH3:1])=[N:16][CH:17]=1)[CH3:25].